Dataset: Forward reaction prediction with 1.9M reactions from USPTO patents (1976-2016). Task: Predict the product of the given reaction. (1) Given the reactants Br[C:2]1[C:3]([N:19]2[CH2:24][CH2:23][O:22][CH2:21][CH2:20]2)=[N:4][C:5]([NH:8][C:9]2[CH:14]=[CH:13][C:12]([F:15])=[C:11]([N+:16]([O-:18])=[O:17])[CH:10]=2)=[N:6][CH:7]=1.[CH2:25]([O:27][C:28](=[O:44])[C:29]1[CH:34]=[CH:33][CH:32]=[N:31][C:30]=1B1OC(C)(C)C(C)(C)O1)[CH3:26].CC(C1C=C(C(C)C)C(C2C=CC=CC=2P(C2CCCCC2)C2CCCCC2)=C(C(C)C)C=1)C.C(=O)([O-])[O-].[Na+].[Na+], predict the reaction product. The product is: [CH2:25]([O:27][C:28](=[O:44])[C:29]1[CH:34]=[C:33]([C:2]2[C:3]([N:19]3[CH2:24][CH2:23][O:22][CH2:21][CH2:20]3)=[N:4][C:5]([NH:8][C:9]3[CH:14]=[CH:13][C:12]([F:15])=[C:11]([N+:16]([O-:18])=[O:17])[CH:10]=3)=[N:6][CH:7]=2)[CH:32]=[N:31][CH:30]=1)[CH3:26]. (2) Given the reactants C=O.[CH2:3]([OH:5])[CH3:4].OC[CH2:8][NH:9][CH2:10][C:11]([NH:13][C:14]1[CH:23]=[C:22]2[C:17]([CH:18]=[C:19]([C:25]3[CH:30]=[CH:29][CH:28]=[CH:27][C:26]=3[C:31]([F:34])([F:33])[F:32])[NH:20][C:21]2=[O:24])=[CH:16][CH:15]=1)=[O:12], predict the reaction product. The product is: [OH:5][CH2:3][CH2:4][N:9]1[CH2:10][C:11](=[O:12])[N:13]([C:14]2[CH:23]=[C:22]3[C:17]([CH:18]=[C:19]([C:25]4[CH:30]=[CH:29][CH:28]=[CH:27][C:26]=4[C:31]([F:34])([F:33])[F:32])[NH:20][C:21]3=[O:24])=[CH:16][CH:15]=2)[CH2:8]1. (3) Given the reactants [Br:1][C:2]1[CH:3]=[C:4]([CH2:7][OH:8])[S:5][CH:6]=1.[Si:9](Cl)([C:22]([CH3:25])([CH3:24])[CH3:23])([C:16]1[CH:21]=[CH:20][CH:19]=[CH:18][CH:17]=1)[C:10]1[CH:15]=[CH:14][CH:13]=[CH:12][CH:11]=1.N1C=CN=C1, predict the reaction product. The product is: [Br:1][C:2]1[CH:3]=[C:4]([CH2:7][O:8][Si:9]([C:22]([CH3:25])([CH3:24])[CH3:23])([C:16]2[CH:17]=[CH:18][CH:19]=[CH:20][CH:21]=2)[C:10]2[CH:15]=[CH:14][CH:13]=[CH:12][CH:11]=2)[S:5][CH:6]=1. (4) Given the reactants [C:1]([O:4][C@@H:5]1[C@@H:10]([O:11][C:12](=[O:14])[CH3:13])[C@H:9]([O:15][C:16](=[O:18])[CH3:17])[C@@H:8]([O:19][CH3:20])[O:7][C@H:6]1[C:21]1[CH:26]=[CH:25][C:24]([Cl:27])=[C:23]([CH2:28][C:29]2[CH:34]=[CH:33][C:32](OS(C(F)(F)F)(=O)=O)=[CH:31][CH:30]=2)[CH:22]=1)(=[O:3])[CH3:2].CCN(C(C)C)C(C)C.[Si:52]([C:56]#[CH:57])([CH3:55])([CH3:54])[CH3:53].O, predict the reaction product. The product is: [C:1]([O:4][C@@H:5]1[C@@H:10]([O:11][C:12](=[O:14])[CH3:13])[C@H:9]([O:15][C:16](=[O:18])[CH3:17])[C@@H:8]([O:19][CH3:20])[O:7][C@H:6]1[C:21]1[CH:26]=[CH:25][C:24]([Cl:27])=[C:23]([CH2:28][C:29]2[CH:30]=[CH:31][C:32]([C:57]#[C:56][Si:52]([CH3:55])([CH3:54])[CH3:53])=[CH:33][CH:34]=2)[CH:22]=1)(=[O:3])[CH3:2]. (5) Given the reactants [CH3:1][S:2][C:3]1[CH:10]=[CH:9][C:6]([C:7]#[N:8])=[CH:5][CH:4]=1.ClC1C=CC=C(C(OO)=[O:19])C=1.[OH-:22].[Na+], predict the reaction product. The product is: [CH3:1][S:2]([C:3]1[CH:10]=[CH:9][C:6]([C:7]#[N:8])=[CH:5][CH:4]=1)(=[O:19])=[O:22]. (6) Given the reactants [C:1]([O:5][C:6](=[O:38])[NH:7][C:8]([C:10]1[CH:15]=[CH:14][C:13]([CH2:16][NH:17][C:18]([C@H:20]2[N:24]3[C:25](=[O:37])[C:26]([NH:29][CH2:30][C:31]4C=CC=C[CH:32]=4)=[CH:27][N:28]=[C:23]3[CH2:22][CH2:21]2)=[O:19])=[CH:12][CH:11]=1)=[NH:9])([CH3:4])([CH3:3])[CH3:2].[C:39](OC(=O)NC(C1C=CC(CNC([C@H]2N3C(=O)C(N)=CN=C3CC2)=O)=CC=1)=N)(C)(C)[CH3:40].CCC(=O)CC.[BH-](OC(C)=O)(OC(C)=O)OC(C)=O.[Na+], predict the reaction product. The product is: [C:1]([O:5][C:6](=[O:38])[NH:7][C:8]([C:10]1[CH:15]=[CH:14][C:13]([CH2:16][NH:17][C:18]([C@H:20]2[N:24]3[C:25](=[O:37])[C:26]([NH:29][CH:30]([CH2:31][CH3:32])[CH2:39][CH3:40])=[CH:27][N:28]=[C:23]3[CH2:22][CH2:21]2)=[O:19])=[CH:12][CH:11]=1)=[NH:9])([CH3:4])([CH3:2])[CH3:3]. (7) Given the reactants BrC[C:3]1[C:4]2[CH2:5][C:6]3[C:15]4[C:10](=[CH:11][CH:12]=CC=4)[C:9](=O)N[C:7]=3[C:17]=2[CH:18]=[CH:19][CH:20]=1.[CH3:21][N:22]([CH:24]=[O:25])C, predict the reaction product. The product is: [C:24]1(=[O:25])[C:15]2[C:10]([CH:11]=[CH:12][C:5]3[C:6]=2[CH:7]=[C:17]2[C:4]=3[CH:3]=[CH:20][CH:19]=[CH:18]2)=[CH:9][CH:21]=[N:22]1.